From a dataset of Reaction yield outcomes from USPTO patents with 853,638 reactions. Predict the reaction yield, written as a fraction of the theoretical maximum amount of product (1.0 means a 100% yield; for example, 0.34 means a 34% yield). (1) The reactants are [CH3:1][C:2]1[CH:3]=[C:4]([C:8](=O)[CH3:9])[CH:5]=[CH:6][CH:7]=1.[CH3:11][C:12]([S@:15]([NH2:17])=[O:16])([CH3:14])[CH3:13]. The catalyst is C1COCC1. The product is [CH3:11][C:12]([S@:15](/[N:17]=[C:8](/[C:4]1[CH:3]=[C:2]([CH3:1])[CH:7]=[CH:6][CH:5]=1)\[CH3:9])=[O:16])([CH3:14])[CH3:13]. The yield is 0.530. (2) The reactants are Cl.Cl.[NH2:3][C@@H:4]1[CH:9]2[CH2:10][CH2:11][N:6]([CH2:7][CH2:8]2)[CH2:5]1.[H-].[Na+].[F:14][C:15]1[CH:20]=[CH:19][C:18]([N:21]2[C:29]3[CH:28]=[CH:27][CH:26]=[C:25]([C:30]([O:32][CH3:33])=[O:31])[C:24]=3[C:23]([CH:34]=O)=[N:22]2)=[CH:17][CH:16]=1.C(O[BH-](OC(=O)C)OC(=O)C)(=O)C.[Na+]. The catalyst is ClCCl.C(O)(=O)C. The product is [F:14][C:15]1[CH:16]=[CH:17][C:18]([N:21]2[C:29]3[CH:28]=[CH:27][CH:26]=[C:25]([C:30]([O:32][CH3:33])=[O:31])[C:24]=3[C:23]([CH2:34][NH:3][C@@H:4]3[CH:9]4[CH2:10][CH2:11][N:6]([CH2:7][CH2:8]4)[CH2:5]3)=[N:22]2)=[CH:19][CH:20]=1. The yield is 0.800. (3) The reactants are O.[OH-].[Li+].C[O:5][C:6](=[O:37])[CH2:7][C:8]1[C:17]([CH3:18])=[C:16]([C:19]2[CH:24]=[CH:23][C:22]([S:25](=[O:35])(=[O:34])[NH:26][C:27]3[CH:32]=[CH:31][C:30]([F:33])=[CH:29][CH:28]=3)=[CH:21][CH:20]=2)[C:15]2[C:10](=[CH:11][CH:12]=[C:13]([F:36])[CH:14]=2)[CH:9]=1.C1COCC1.O. The catalyst is CCCCCC. The product is [F:36][C:13]1[CH:14]=[C:15]2[C:10](=[CH:11][CH:12]=1)[CH:9]=[C:8]([CH2:7][C:6]([OH:37])=[O:5])[C:17]([CH3:18])=[C:16]2[C:19]1[CH:20]=[CH:21][C:22]([S:25](=[O:34])(=[O:35])[NH:26][C:27]2[CH:32]=[CH:31][C:30]([F:33])=[CH:29][CH:28]=2)=[CH:23][CH:24]=1. The yield is 0.760. (4) The reactants are [CH2:1]([C:3]([C:21]1[CH:26]=[CH:25][C:24](OS(C(F)(F)F)(=O)=O)=[C:23]([CH3:35])[CH:22]=1)([C:6]1[CH:11]=[CH:10][C:9]([C:12]#[C:13][C:14]([CH2:18][CH3:19])([OH:17])[CH2:15][CH3:16])=[C:8]([CH3:20])[CH:7]=1)[CH2:4][CH3:5])[CH3:2].C([O-])(=O)C.[K+].[B:50]1([B:50]2[O:54][C:53]([CH3:56])([CH3:55])[C:52]([CH3:58])([CH3:57])[O:51]2)[O:54][C:53]([CH3:56])([CH3:55])[C:52]([CH3:58])([CH3:57])[O:51]1.C(=O)(O)[O-].[Na+]. The catalyst is O1CCOCC1.C1(P([C-]2C=CC=C2)C2C=CC=CC=2)C=CC=CC=1.[CH-]1C=CC=C1.[Fe+2].C1C=CC(P(C2C=CC=CC=2)[C-]2C=CC=C2)=CC=1.C1C=CC(P(C2C=CC=CC=2)[C-]2C=CC=C2)=CC=1.Cl[Pd]Cl.[Fe+2]. The product is [CH2:15]([C:14]([OH:17])([CH2:18][CH3:19])[C:13]#[C:12][C:9]1[CH:10]=[CH:11][C:6]([C:3]([CH2:4][CH3:5])([C:21]2[CH:26]=[CH:25][C:24]([B:50]3[O:51][C:52]([CH3:57])([CH3:58])[C:53]([CH3:55])([CH3:56])[O:54]3)=[C:23]([CH3:35])[CH:22]=2)[CH2:1][CH3:2])=[CH:7][C:8]=1[CH3:20])[CH3:16]. The yield is 0.860. (5) The reactants are [OH:1][C:2]1([CH2:36][CH2:37][OH:38])[CH2:7][CH2:6][CH:5]([N:8]2[C:13](=[O:14])[C:12]([CH2:15][C:16]3[CH:21]=[CH:20][C:19]([C:22]4[C:23]([C:28]#[N:29])=[CH:24][CH:25]=[CH:26][CH:27]=4)=[CH:18][CH:17]=3)=[C:11]([CH2:30][CH2:31][CH3:32])[N:10]3[N:33]=[CH:34][N:35]=[C:9]23)[CH2:4][CH2:3]1.FC(F)(F)S(O[Si](C(C)(C)C)(C)C)(=O)=O.[N:54]1C(C)=CC=CC=1C.[Cl-].O[NH3+].[C:65](=[O:68])([O-])[OH:66].[Na+]. The catalyst is C(OCC)(=O)C.CS(C)=O.O1CCCC1. The product is [OH:1][C:2]1([CH2:36][CH2:37][OH:38])[CH2:3][CH2:4][CH:5]([N:8]2[C:13](=[O:14])[C:12]([CH2:15][C:16]3[CH:17]=[CH:18][C:19]([C:22]4[CH:27]=[CH:26][CH:25]=[CH:24][C:23]=4[C:28]4[NH:54][C:65](=[O:68])[O:66][N:29]=4)=[CH:20][CH:21]=3)=[C:11]([CH2:30][CH2:31][CH3:32])[N:10]3[N:33]=[CH:34][N:35]=[C:9]23)[CH2:6][CH2:7]1. The yield is 0.230. (6) The reactants are Br[C:2]1[N:10]([CH2:11][C:12]2[CH:17]=[CH:16][C:15]([F:18])=[CH:14][CH:13]=2)[C:9]2[C:8](=[O:19])[N:7]([CH2:20][CH2:21][CH2:22][OH:23])[C:6](=[O:24])[N:5]([CH3:25])[C:4]=2[N:3]=1.[F:26][C:27]1[CH:32]=[CH:31][CH:30]=[CH:29][C:28]=1[OH:33].C(=O)([O-])[O-].[K+].[K+]. The catalyst is CN(C=O)C. The yield is 0.369. The product is [F:18][C:15]1[CH:16]=[CH:17][C:12]([CH2:11][N:10]2[C:9]3[C:8](=[O:19])[N:7]([CH2:20][CH2:21][CH2:22][OH:23])[C:6](=[O:24])[N:5]([CH3:25])[C:4]=3[N:3]=[C:2]2[O:33][C:28]2[CH:29]=[CH:30][CH:31]=[CH:32][C:27]=2[F:26])=[CH:13][CH:14]=1. (7) The reactants are [NH2:1][CH2:2][CH2:3][CH2:4][OH:5].C([O-])([O-])=O.[Na+].[Na+].[CH:12]1[CH:17]=[CH:16][C:15]([CH2:18][O:19][C:20](Cl)=[O:21])=[CH:14][CH:13]=1.C(Cl)Cl. The catalyst is C1COCC1.O. The product is [OH:5][CH2:4][CH2:3][CH2:2][NH:1][C:20](=[O:21])[O:19][CH2:18][C:15]1[CH:16]=[CH:17][CH:12]=[CH:13][CH:14]=1. The yield is 0.905.